From a dataset of Full USPTO retrosynthesis dataset with 1.9M reactions from patents (1976-2016). Predict the reactants needed to synthesize the given product. (1) Given the product [F:9][C:6]([F:7])([F:8])[C:5](=[O:10])[CH2:11][C:12]1([C:15]2[CH:20]=[C:19]([F:21])[CH:18]=[CH:17][C:16]=2[O:22][CH3:23])[CH2:13][CH2:14]1, predict the reactants needed to synthesize it. The reactants are: C(OC(=O)[C:5]([CH2:11][C:12]1([C:15]2[CH:20]=[C:19]([F:21])[CH:18]=[CH:17][C:16]=2[O:22][CH3:23])[CH2:14][CH2:13]1)([OH:10])[C:6]([F:9])([F:8])[F:7])C.[H-].[Al+3].[Li+].[H-].[H-].[H-]. (2) Given the product [CH2:2]1[C:5]2([CH2:10][CH2:9][CH2:8][CH2:7][CH2:6]2)[CH2:4][C:3]1=[O:11], predict the reactants needed to synthesize it. The reactants are: Cl[C:2]1(Cl)[C:5]2([CH2:10][CH2:9][CH2:8][CH2:7][CH2:6]2)[CH2:4][C:3]1=[O:11].O. (3) Given the product [Br:1][C:2]1[CH:3]=[C:4]([CH2:8][C:9]([O:11][CH2:16][CH3:17])=[O:10])[CH:5]=[CH:6][CH:7]=1, predict the reactants needed to synthesize it. The reactants are: [Br:1][C:2]1[CH:3]=[C:4]([CH2:8][C:9]([OH:11])=[O:10])[CH:5]=[CH:6][CH:7]=1.S(Cl)(Cl)=O.[CH2:16](O)[CH3:17]. (4) Given the product [Cl:17][C:18]1[CH:26]=[C:25]2[C:21](/[C:22](=[CH:5]\[C:4]3[CH:7]=[CH:8][CH:9]=[C:2]([Cl:1])[C:3]=3[F:10])/[C:23](=[O:27])[NH:24]2)=[CH:20][CH:19]=1, predict the reactants needed to synthesize it. The reactants are: [Cl:1][C:2]1[C:3]([F:10])=[C:4]([CH:7]=[CH:8][CH:9]=1)[CH:5]=O.N1CCCCC1.[Cl:17][C:18]1[CH:26]=[C:25]2[C:21]([CH2:22][C:23](=[O:27])[NH:24]2)=[CH:20][CH:19]=1. (5) Given the product [Br:1][C:2]1[CH:7]=[C:6]([Cl:8])[CH:5]=[C:4]([F:9])[C:3]=1[O:10][CH2:17][CH3:18], predict the reactants needed to synthesize it. The reactants are: [Br:1][C:2]1[CH:7]=[C:6]([Cl:8])[CH:5]=[C:4]([F:9])[C:3]=1[OH:10].C([O-])([O-])=O.[Na+].[Na+].[CH3:17][C:18](C)=O.